This data is from Choline transporter screen with 302,306 compounds. The task is: Binary Classification. Given a drug SMILES string, predict its activity (active/inactive) in a high-throughput screening assay against a specified biological target. The molecule is O=c1n(\N=C\c2ccc(N(CC)CC)cc2)c(nc2c1cccc2)C. The result is 0 (inactive).